Dataset: NCI-60 drug combinations with 297,098 pairs across 59 cell lines. Task: Regression. Given two drug SMILES strings and cell line genomic features, predict the synergy score measuring deviation from expected non-interaction effect. (1) Drug 1: C1CN(P(=O)(OC1)NCCCl)CCCl. Drug 2: C(CN)CNCCSP(=O)(O)O. Cell line: SW-620. Synergy scores: CSS=-0.773, Synergy_ZIP=2.85, Synergy_Bliss=1.29, Synergy_Loewe=-1.51, Synergy_HSA=-2.67. (2) Drug 1: CS(=O)(=O)C1=CC(=C(C=C1)C(=O)NC2=CC(=C(C=C2)Cl)C3=CC=CC=N3)Cl. Drug 2: COC1=C(C=C2C(=C1)N=CN=C2NC3=CC(=C(C=C3)F)Cl)OCCCN4CCOCC4. Cell line: OVCAR3. Synergy scores: CSS=43.4, Synergy_ZIP=5.79, Synergy_Bliss=6.50, Synergy_Loewe=-3.83, Synergy_HSA=7.49. (3) Synergy scores: CSS=32.4, Synergy_ZIP=-0.141, Synergy_Bliss=0.471, Synergy_Loewe=-6.08, Synergy_HSA=4.44. Cell line: EKVX. Drug 2: CC1=CC2C(CCC3(C2CCC3(C(=O)C)OC(=O)C)C)C4(C1=CC(=O)CC4)C. Drug 1: COC1=C(C=C2C(=C1)N=CN=C2NC3=CC(=C(C=C3)F)Cl)OCCCN4CCOCC4. (4) Drug 1: C1C(C(OC1N2C=NC3=C(N=C(N=C32)Cl)N)CO)O. Drug 2: C1CN(P(=O)(OC1)NCCCl)CCCl. Cell line: SF-539. Synergy scores: CSS=14.6, Synergy_ZIP=-7.07, Synergy_Bliss=-10.8, Synergy_Loewe=-28.2, Synergy_HSA=-8.63. (5) Drug 1: C1CCC(C1)C(CC#N)N2C=C(C=N2)C3=C4C=CNC4=NC=N3. Drug 2: CN(C)C1=NC(=NC(=N1)N(C)C)N(C)C. Cell line: A498. Synergy scores: CSS=-5.75, Synergy_ZIP=1.71, Synergy_Bliss=0.889, Synergy_Loewe=-6.32, Synergy_HSA=-4.18. (6) Drug 1: CC(CN1CC(=O)NC(=O)C1)N2CC(=O)NC(=O)C2. Drug 2: CCCS(=O)(=O)NC1=C(C(=C(C=C1)F)C(=O)C2=CNC3=C2C=C(C=N3)C4=CC=C(C=C4)Cl)F. Cell line: OVCAR-5. Synergy scores: CSS=3.49, Synergy_ZIP=-2.49, Synergy_Bliss=-3.37, Synergy_Loewe=-9.18, Synergy_HSA=-8.63. (7) Drug 1: C1=CC(=CC=C1CCC2=CNC3=C2C(=O)NC(=N3)N)C(=O)NC(CCC(=O)O)C(=O)O. Drug 2: B(C(CC(C)C)NC(=O)C(CC1=CC=CC=C1)NC(=O)C2=NC=CN=C2)(O)O. Cell line: MDA-MB-435. Synergy scores: CSS=11.0, Synergy_ZIP=-3.02, Synergy_Bliss=-2.45, Synergy_Loewe=-1.30, Synergy_HSA=-2.17. (8) Drug 1: COC1=CC(=CC(=C1O)OC)C2C3C(COC3=O)C(C4=CC5=C(C=C24)OCO5)OC6C(C(C7C(O6)COC(O7)C8=CC=CS8)O)O. Drug 2: CCCCC(=O)OCC(=O)C1(CC(C2=C(C1)C(=C3C(=C2O)C(=O)C4=C(C3=O)C=CC=C4OC)O)OC5CC(C(C(O5)C)O)NC(=O)C(F)(F)F)O. Cell line: HCC-2998. Synergy scores: CSS=22.0, Synergy_ZIP=-2.03, Synergy_Bliss=0.924, Synergy_Loewe=-0.600, Synergy_HSA=0.469. (9) Drug 1: CNC(=O)C1=CC=CC=C1SC2=CC3=C(C=C2)C(=NN3)C=CC4=CC=CC=N4. Drug 2: CC1=C(C=C(C=C1)NC(=O)C2=CC=C(C=C2)CN3CCN(CC3)C)NC4=NC=CC(=N4)C5=CN=CC=C5. Cell line: UACC62. Synergy scores: CSS=4.26, Synergy_ZIP=-0.0908, Synergy_Bliss=0.661, Synergy_Loewe=-1.72, Synergy_HSA=0.149.